From a dataset of Forward reaction prediction with 1.9M reactions from USPTO patents (1976-2016). Predict the product of the given reaction. (1) Given the reactants Cl[C:2]1[C:11]([C@@H:12]([N:14]2[C:22](=[O:23])[C:21]3[C:16](=[CH:17][CH:18]=[CH:19][CH:20]=3)[C:15]2=[O:24])[CH3:13])=[CH:10][C:9]2[C:4](=[C:5]([Cl:25])[CH:6]=[CH:7][CH:8]=2)[N:3]=1.[F:26][C:27]([F:34])([F:33])[C:28]1[CH:32]=[CH:31][NH:30][N:29]=1.C(=O)([O-])[O-].[Cs+].[Cs+].CN(C=O)C, predict the reaction product. The product is: [Cl:25][C:5]1[CH:6]=[CH:7][CH:8]=[C:9]2[C:4]=1[N:3]=[C:2]([N:30]1[CH:31]=[CH:32][C:28]([C:27]([F:34])([F:33])[F:26])=[N:29]1)[C:11]([C@@H:12]([N:14]1[C:15](=[O:24])[C:16]3[C:21](=[CH:20][CH:19]=[CH:18][CH:17]=3)[C:22]1=[O:23])[CH3:13])=[CH:10]2. (2) Given the reactants [CH2:1]([OH:4])[CH2:2][CH3:3].CC([O-])(C)C.[K+].F[C:12]1[CH:17]=[CH:16][C:15]([I:18])=[C:14]([CH3:19])[CH:13]=1, predict the reaction product. The product is: [I:18][C:15]1[CH:16]=[CH:17][C:12]([O:4][CH2:1][CH2:2][CH3:3])=[CH:13][C:14]=1[CH3:19]. (3) Given the reactants [C:1]([N:8]1[CH2:12][C@H:11]([OH:13])[CH2:10][C@H:9]1[C:14]([O:16][CH3:17])=[O:15])([O:3][C:4]([CH3:7])([CH3:6])[CH3:5])=[O:2].[CH3:18][S:19](Cl)(=[O:21])=[O:20], predict the reaction product. The product is: [C:1]([N:8]1[CH2:12][C@H:11]([O:13][S:19]([CH3:18])(=[O:21])=[O:20])[CH2:10][C@H:9]1[C:14]([O:16][CH3:17])=[O:15])([O:3][C:4]([CH3:7])([CH3:6])[CH3:5])=[O:2]. (4) Given the reactants Br[C:2]1[CH:14]=[C:13]2[C:5]([C:6]3[CH:7]=[CH:8][C:9]([N:19]4[CH2:24][CH2:23][CH2:22][CH2:21][CH2:20]4)=[CH:10][C:11]=3[C:12]2([CH2:17][CH3:18])[CH2:15][CH3:16])=[CH:4][CH:3]=1.[O:25]1CCC[CH2:26]1.C([Li])CCC, predict the reaction product. The product is: [CH2:15]([C:12]1([CH2:17][CH3:18])[C:13]2[CH:14]=[C:2]([CH:26]=[O:25])[CH:3]=[CH:4][C:5]=2[C:6]2[C:11]1=[CH:10][C:9]([N:19]1[CH2:24][CH2:23][CH2:22][CH2:21][CH2:20]1)=[CH:8][CH:7]=2)[CH3:16]. (5) Given the reactants [CH3:1][C:2]1([CH3:20])[NH:6][C:5](=[O:7])[N:4]([C:8]2[CH:13]=[CH:12][C:11]([S:14][C:15]([F:18])([F:17])[F:16])=[CH:10][CH:9]=2)[C:3]1=[O:19].[H-].[Na+].Cl[CH2:24][C:25]1[CH:30]=[CH:29][N:28]=[C:27]([S:31]([CH3:34])(=[O:33])=[O:32])[N:26]=1, predict the reaction product. The product is: [CH3:1][C:2]1([CH3:20])[N:6]([CH2:24][C:25]2[CH:30]=[CH:29][N:28]=[C:27]([S:31]([CH3:34])(=[O:33])=[O:32])[N:26]=2)[C:5](=[O:7])[N:4]([C:8]2[CH:13]=[CH:12][C:11]([S:14][C:15]([F:18])([F:17])[F:16])=[CH:10][CH:9]=2)[C:3]1=[O:19]. (6) Given the reactants [Br:1][C:2]1[CH:3]=[C:4]2[C:8](=[CH:9][CH:10]=1)[NH:7][CH:6]=[C:5]2[CH2:11][C@H:12]1[CH2:16][CH2:15][CH2:14][N:13]1[CH3:17].[C:18]([OH:25])(=[O:24])/[CH:19]=[CH:20]/[C:21]([OH:23])=[O:22].C([O-])(=O)/C=C/C([O-])=O.[OH-].[Na+], predict the reaction product. The product is: [C:18]([OH:25])(=[O:24])/[CH:19]=[CH:20]/[C:21]([OH:23])=[O:22].[Br:1][C:2]1[CH:3]=[C:4]2[C:8](=[CH:9][CH:10]=1)[NH:7][CH:6]=[C:5]2[CH2:11][C@H:12]1[CH2:16][CH2:15][CH2:14][N:13]1[CH3:17]. (7) Given the reactants N#N.Br[C:4]([F:13])([F:12])[C:5]([N:7]1[CH2:11][CH2:10][CH2:9][CH2:8]1)=[O:6].[CH2:14]([Sn](CCCC)(CCCC)CCCC)[CH:15]=[CH2:16].CC(N=NC(C#N)(C)C)(C#N)C, predict the reaction product. The product is: [F:12][C:4]([F:13])([CH2:16][CH:15]=[CH2:14])[C:5]([N:7]1[CH2:11][CH2:10][CH2:9][CH2:8]1)=[O:6]. (8) Given the reactants F[C:2]1[C:3]([C:9]2[N:13]([CH:14]3[CH2:19][CH2:18][O:17][CH2:16][CH2:15]3)[C:12]([CH3:20])=[N:11][CH:10]=2)=[N:4][C:5]([NH2:8])=[N:6][CH:7]=1.[CH3:21][N:22]([CH3:33])[S:23]([C:26]1[CH:31]=[CH:30][C:29](Br)=[CH:28][N:27]=1)(=[O:25])=[O:24].C([O-])([O-])=O.[Cs+].[Cs+].CC1(C)C2C(=C(P(C3C=CC=CC=3)C3C=CC=CC=3)C=CC=2)OC2C(P(C3C=CC=CC=3)C3C=CC=CC=3)=CC=CC1=2, predict the reaction product. The product is: [CH3:21][N:22]([CH3:33])[S:23]([C:26]1[CH:31]=[CH:30][C:29]([NH:8][C:5]2[N:4]=[C:3]([CH:9]3[CH:10]=[N:11][CH:12]([CH3:20])[N:13]3[CH:14]3[CH2:19][CH2:18][O:17][CH2:16][CH2:15]3)[CH:2]=[CH:7][N:6]=2)=[CH:28][N:27]=1)(=[O:25])=[O:24]. (9) Given the reactants [CH3:1][O:2][C:3]1[CH:8]=[CH:7][C:6]([C:9]2[O:10][C:11]3[C:16]([C:17](=[O:19])[CH:18]=2)=[CH:15][C:14]([CH2:20][C:21]([OH:23])=[O:22])=[CH:13][CH:12]=3)=[CH:5][CH:4]=1.[C:24](O[K])(C)(C)C.CI, predict the reaction product. The product is: [CH3:1][O:2][C:3]1[CH:8]=[CH:7][C:6]([C:9]2[O:10][C:11]3[C:16]([C:17](=[O:19])[CH:18]=2)=[CH:15][C:14]([CH:20]([CH3:24])[C:21]([OH:23])=[O:22])=[CH:13][CH:12]=3)=[CH:5][CH:4]=1. (10) Given the reactants F[C:2]1[CH:9]=[CH:8][C:5]([CH:6]=[O:7])=[CH:4][C:3]=1[O:10][CH3:11].[CH3:12][C:13]1[N:14]=[CH:15][NH:16][CH:17]=1.C(=O)([O-])[O-].[K+].[K+], predict the reaction product. The product is: [CH3:11][O:10][C:3]1[CH:4]=[C:5]([CH:8]=[CH:9][C:2]=1[N:14]1[C:13]([CH3:12])=[CH:17][N:16]=[CH:15]1)[CH:6]=[O:7].